This data is from Forward reaction prediction with 1.9M reactions from USPTO patents (1976-2016). The task is: Predict the product of the given reaction. (1) Given the reactants [I:1][C:2]1[CH:6]=[CH:5][NH:4][N:3]=1.CC(C)([O-])C.[K+].[C:13]([O:17][C:18]1[N:19]=[N:20][CH:21]=[C:22](Cl)[CH:23]=1)([CH3:16])([CH3:15])[CH3:14].CCOC(C)=O, predict the reaction product. The product is: [C:13]([O:17][C:18]1[N:19]=[N:20][CH:21]=[C:22]([N:4]2[CH:5]=[CH:6][C:2]([I:1])=[N:3]2)[CH:23]=1)([CH3:16])([CH3:14])[CH3:15]. (2) Given the reactants [C:1]1([N:7]2[CH2:12][CH2:11][CH:10]([C:13]([OH:15])=O)[CH2:9][CH2:8]2)[CH:6]=[CH:5][CH:4]=[CH:3][CH:2]=1.BrC1C=CC=CC=1.[NH2:23][C:24]1[CH:32]=[CH:31][CH:30]=[C:29]2[C:25]=1[CH2:26][CH2:27][NH:28]2, predict the reaction product. The product is: [NH:28]1[C:29]2[C:25](=[C:24]([NH:23][C:13]([CH:10]3[CH2:9][CH2:8][N:7]([C:1]4[CH:2]=[CH:3][CH:4]=[CH:5][CH:6]=4)[CH2:12][CH2:11]3)=[O:15])[CH:32]=[CH:31][CH:30]=2)[CH2:26][CH2:27]1. (3) Given the reactants [NH:1]1[C:9]2[C:4](=[CH:5][CH:6]=[C:7]([O:10][CH2:11][C:12](OCC)=[O:13])[CH:8]=2)[CH:3]=[CH:2]1.[C@H](O)(C([O-])=O)[C@@H](O)C([O-])=O.[Na+].[K+], predict the reaction product. The product is: [NH:1]1[C:9]2[C:4](=[CH:5][CH:6]=[C:7]([O:10][CH2:11][CH2:12][OH:13])[CH:8]=2)[CH:3]=[CH:2]1.